From a dataset of Full USPTO retrosynthesis dataset with 1.9M reactions from patents (1976-2016). Predict the reactants needed to synthesize the given product. (1) Given the product [Cl:1][C:2]1[CH:10]=[CH:9][C:8]([N+:11]([O-:13])=[O:12])=[CH:7][C:3]=1[C:4]([Cl:16])=[O:5], predict the reactants needed to synthesize it. The reactants are: [Cl:1][C:2]1[CH:10]=[CH:9][C:8]([N+:11]([O-:13])=[O:12])=[CH:7][C:3]=1[C:4](O)=[O:5].S(Cl)([Cl:16])=O. (2) Given the product [CH2:5]([C:7]1[C:15]2[S:14][CH:13]=[N:12][C:11]=2[CH:10]=[C:9]([NH2:16])[CH:8]=1)[CH3:6], predict the reactants needed to synthesize it. The reactants are: Cl[Sn]Cl.Cl.[CH2:5]([C:7]1[C:15]2[S:14][CH:13]=[N:12][C:11]=2[CH:10]=[C:9]([N+:16]([O-])=O)[CH:8]=1)[CH3:6].[OH-].[Na+]. (3) Given the product [NH2:13][C:4]([C:6]1[CH:11]=[CH:10][CH:9]=[C:8]([Br:12])[CH:7]=1)([CH3:5])[CH2:3][OH:2], predict the reactants needed to synthesize it. The reactants are: C[O:2][C:3](=O)[C:4]([NH2:13])([C:6]1[CH:11]=[CH:10][CH:9]=[C:8]([Br:12])[CH:7]=1)[CH3:5].[H-].[Al+3].[Li+].[H-].[H-].[H-].O. (4) Given the product [F:26][C:27]([F:44])([F:45])[C:28]1[CH:29]=[C:30]([CH2:38][C:39]([NH:25][C:14]2[C:15]([C:19]3[CH:24]=[CH:23][CH:22]=[CH:21][CH:20]=3)=[C:16]3[C:11](=[CH:12][CH:13]=2)[N:10]=[C:9]([CH3:8])[CH:18]=[CH:17]3)=[O:40])[CH:31]=[C:32]([C:34]([F:35])([F:36])[F:37])[CH:33]=1, predict the reactants needed to synthesize it. The reactants are: FC(F)(F)C(O)=O.[CH3:8][C:9]1[CH:18]=[CH:17][C:16]2[C:11](=[CH:12][CH:13]=[C:14]([NH2:25])[C:15]=2[C:19]2[CH:24]=[CH:23][CH:22]=[CH:21][CH:20]=2)[N:10]=1.[F:26][C:27]([F:45])([F:44])[C:28]1[CH:29]=[C:30]([C:38](C)(C)[C:39](O)=[O:40])[CH:31]=[C:32]([C:34]([F:37])([F:36])[F:35])[CH:33]=1. (5) Given the product [O:4]1[CH:5]=[CH:6][C:2]([NH:1][C:14](=[O:15])[O:16][CH2:17][C:18]([Cl:21])([Cl:20])[Cl:19])=[N:3]1, predict the reactants needed to synthesize it. The reactants are: [NH2:1][C:2]1[CH:6]=[CH:5][O:4][N:3]=1.N1C=CC=CC=1.Cl[C:14]([O:16][CH2:17][C:18]([Cl:21])([Cl:20])[Cl:19])=[O:15].O. (6) The reactants are: [C:1]([CH:4]([CH2:10][CH:11]([CH3:13])[CH3:12])[C:5]([O:7][CH2:8][CH3:9])=[O:6])(=[O:3])[CH3:2].[Br:14]Br. Given the product [Br:14][CH2:2][C:1]([CH:4]([CH2:10][CH:11]([CH3:12])[CH3:13])[C:5]([O:7][CH2:8][CH3:9])=[O:6])=[O:3], predict the reactants needed to synthesize it. (7) The reactants are: [O:1]1[CH2:6][CH2:5]OCC1.[C:7]([CH2:9][C:10]1([C:15]#[N:16])CC(=C)[CH2:11]1)#[N:8].I([O-])(=O)(=O)=O.[Na+]. Given the product [C:7]([CH2:9][C:10]1([C:15]#[N:16])[CH2:5][C:6](=[O:1])[CH2:11]1)#[N:8], predict the reactants needed to synthesize it.